From a dataset of Full USPTO retrosynthesis dataset with 1.9M reactions from patents (1976-2016). Predict the reactants needed to synthesize the given product. (1) Given the product [Br:20][C:14]1[N:13]=[C:12]([NH:11][C:8]2[CH:9]=[CH:10][C:5]([CH2:4][OH:3])=[CH:6][CH:7]=2)[C:17](=[O:18])[N:16]([CH3:19])[CH:15]=1, predict the reactants needed to synthesize it. The reactants are: C([O:3][C:4](=O)[C:5]1[CH:10]=[CH:9][C:8]([NH:11][C:12]2[C:17](=[O:18])[N:16]([CH3:19])[CH:15]=[C:14]([Br:20])[N:13]=2)=[CH:7][CH:6]=1)C.CC(C[AlH]CC(C)C)C. (2) The reactants are: Cl[C:2]1[N:7]=[C:6]([N:8]2[CH2:13][CH2:12][O:11][CH2:10][CH2:9]2)[N:5]=[C:4]([N:14]2[C:18]3[CH:19]=[CH:20][CH:21]=[CH:22][C:17]=3[N:16]=[C:15]2[CH:23]([F:25])[F:24])[N:3]=1.Cl.[CH3:27][C@H:28]1[O:33][CH2:32][CH2:31][NH:30][C@H:29]1[CH3:34].C(=O)([O-])[O-].[K+].[K+].CN(C=O)C. Given the product [F:25][CH:23]([F:24])[C:15]1[N:14]([C:4]2[N:3]=[C:2]([N:30]3[CH2:31][CH2:32][O:33][C@@H:28]([CH3:27])[C@H:29]3[CH3:34])[N:7]=[C:6]([N:8]3[CH2:13][CH2:12][O:11][CH2:10][CH2:9]3)[N:5]=2)[C:18]2[CH:19]=[CH:20][CH:21]=[CH:22][C:17]=2[N:16]=1, predict the reactants needed to synthesize it. (3) Given the product [Cl:24][C:5]1[C:6]([NH:8][C@@H:9]2[CH2:15][CH2:14][CH2:13][CH2:12][C@H:11]([NH:16][C:17](=[O:23])[O:18][C:19]([CH3:22])([CH3:21])[CH3:20])[CH2:10]2)=[N:7][C:2]([NH:31][C:29]2[CH:28]=[N:27][N:26]([CH3:25])[CH:30]=2)=[N:3][CH:4]=1, predict the reactants needed to synthesize it. The reactants are: Cl[C:2]1[N:7]=[C:6]([NH:8][C@@H:9]2[CH2:15][CH2:14][CH2:13][CH2:12][C@H:11]([NH:16][C:17](=[O:23])[O:18][C:19]([CH3:22])([CH3:21])[CH3:20])[CH2:10]2)[C:5]([Cl:24])=[CH:4][N:3]=1.[CH3:25][N:26]1[CH:30]=[C:29]([NH2:31])[CH:28]=[N:27]1.